The task is: Predict the reaction yield, written as a fraction of the theoretical maximum amount of product (1.0 means a 100% yield; for example, 0.34 means a 34% yield).. This data is from Reaction yield outcomes from USPTO patents with 853,638 reactions. (1) The reactants are CC(C)([O-])C.[K+].C1(C)C=CC(S([CH2:16][N+:17]#[C-])(=O)=O)=CC=1.[O:20]1[CH:24]=[CH:23][CH:22]=[C:21]1[C:25]1[O:26][C:27]([CH3:55])=[C:28]([CH2:30][O:31][C:32]2[CH:52]=[CH:51][C:35]([CH2:36][O:37][C:38]3[C:42]([CH:43]=O)=[CH:41][N:40]([C:45]4[CH:50]=[CH:49][CH:48]=[CH:47][CH:46]=4)[N:39]=3)=[CH:34][C:33]=2[O:53][CH3:54])[N:29]=1.O1CCCC1. The catalyst is C(COC)OC.O.CO. The product is [O:20]1[CH:24]=[CH:23][CH:22]=[C:21]1[C:25]1[O:26][C:27]([CH3:55])=[C:28]([CH2:30][O:31][C:32]2[CH:52]=[CH:51][C:35]([CH2:36][O:37][C:38]3[C:42]([CH2:43][C:16]#[N:17])=[CH:41][N:40]([C:45]4[CH:46]=[CH:47][CH:48]=[CH:49][CH:50]=4)[N:39]=3)=[CH:34][C:33]=2[O:53][CH3:54])[N:29]=1. The yield is 0.610. (2) The product is [Cl:1][C:2]1[CH:3]=[C:4]([C:9]2[CH:14]=[C:13]([CH3:15])[N:12]=[C:11]([N:16]3[CH:20]=[C:19]([C:55]4[CH:56]=[CH:57][CH:58]=[C:59]([S:42]([CH3:41])(=[O:44])=[O:43])[CH:54]=4)[N:18]=[CH:17]3)[N:10]=2)[CH:5]=[CH:6][C:7]=1[Cl:8]. The reactants are [Cl:1][C:2]1[CH:3]=[C:4]([C:9]2[CH:14]=[C:13]([CH3:15])[N:12]=[C:11]([N:16]3[CH:20]=[C:19]([Sn](CCCC)(CCCC)CCCC)[N:18]=[CH:17]3)[N:10]=2)[CH:5]=[CH:6][C:7]=1[Cl:8].BrC1C=C([CH2:41][S:42](CC2C=CC=C(Br)C=2)(=[O:44])=[O:43])C=CC=1.C[CH2:54][CH2:55][CH2:56][CH2:57][CH2:58][CH3:59]. The yield is 0.780. The catalyst is C1(C)C=CC=CC=1. (3) The reactants are Br[CH2:2][C:3]1[S:4][C:5]2[CH:11]=[C:10]([O:12][CH3:13])[C:9]([O:14][CH3:15])=[CH:8][C:6]=2[N:7]=1.[P:16]([O:23]CC)([O:20][CH2:21][CH3:22])[O:17][CH2:18][CH3:19]. No catalyst specified. The product is [CH2:18]([O:17][P:16]([CH2:2][C:3]1[S:4][C:5]2[CH:11]=[C:10]([O:12][CH3:13])[C:9]([O:14][CH3:15])=[CH:8][C:6]=2[N:7]=1)(=[O:23])[O:20][CH2:21][CH3:22])[CH3:19]. The yield is 0.920. (4) The reactants are [H-].[Na+].[CH2:3]([O:6][C:7]1[CH:17]=[CH:16][C:10]([C:11]([O:13][CH2:14][CH3:15])=[O:12])=[CH:9][C:8]=1[CH:18]=O)[CH:4]=[CH2:5].[CH2:20]1COCC1. The catalyst is [Br-].C[P+](C1C=CC=CC=1)(C1C=CC=CC=1)C1C=CC=CC=1.CCOC(C)=O. The product is [CH2:3]([O:6][C:7]1[CH:17]=[CH:16][C:10]([C:11]([O:13][CH2:14][CH3:15])=[O:12])=[CH:9][C:8]=1[CH:18]=[CH2:20])[CH:4]=[CH2:5]. The yield is 0.790. (5) The catalyst is C1COCC1. The reactants are [CH3:1][C:2](C)([O-:4])[CH3:3].[K+].[Br:7][C:8]1[CH:9]=[C:10]2[C:15](=[CH:16][CH:17]=1)[N:14]=[CH:13][N:12]=[C:11]2Cl.CC(O)C. The product is [Br:7][C:8]1[CH:9]=[C:10]2[C:15](=[CH:16][CH:17]=1)[N:14]=[CH:13][N:12]=[C:11]2[O:4][CH:2]([CH3:3])[CH3:1]. The yield is 0.850. (6) The reactants are [CH3:1][O:2][C:3]1[CH:8]=[CH:7][C:6]([N+:9]([O-:11])=[O:10])=[CH:5][C:4]=1[OH:12].Cl.Cl[CH2:15][CH2:16][N:17]([CH3:19])[CH3:18].[H-].[Na+].N#N. The catalyst is CN(C)C=O. The product is [CH3:1][O:2][C:3]1[CH:8]=[CH:7][C:6]([N+:9]([O-:11])=[O:10])=[CH:5][C:4]=1[O:12][CH2:15][CH2:16][N:17]([CH3:19])[CH3:18]. The yield is 0.650. (7) The reactants are Cl.[CH3:2][N:3]1[CH2:8][CH2:7][N:6]([C:9]([Cl:11])=[O:10])[CH2:5][CH2:4]1.Cl.[OH2:13].[NH:14]1[CH2:19][CH2:18][CH2:17][CH2:16][C:15]1=O.C(N(CC)CC)C. The catalyst is ClCCl. The product is [ClH:11].[CH3:2][N:3]1[CH2:8][CH2:7][N:6]([C:9]([N:14]2[CH2:19][CH2:18][C:17](=[O:13])[CH2:16][CH2:15]2)=[O:10])[CH2:5][CH2:4]1. The yield is 0.500. (8) The reactants are Br[CH2:2][CH2:3][CH2:4][CH2:5][CH2:6][C:7]([NH:9][C@@H:10]1[CH2:15][CH2:14][CH2:13][CH2:12][C@@H:11]1[C:16]([N:18]1[C@@H:30]2[C@@H:21]([C@H:22]([C:31]3[CH:36]=[CH:35][CH:34]=[CH:33][CH:32]=3)[NH:23][C:24]3[CH:25]=[CH:26][CH:27]=[CH:28][C:29]=32)[CH2:20][CH2:19]1)=[O:17])=[O:8].O.[NH2:38][CH2:39][CH2:40][OH:41]. No catalyst specified. The product is [OH:41][CH2:40][CH2:39][NH:38][CH2:2][CH2:3][CH2:4][CH2:5][CH2:6][C:7]([NH:9][C@@H:10]1[CH2:15][CH2:14][CH2:13][CH2:12][C@@H:11]1[C:16]([N:18]1[C@@H:30]2[C@@H:21]([C@H:22]([C:31]3[CH:36]=[CH:35][CH:34]=[CH:33][CH:32]=3)[NH:23][C:24]3[CH:25]=[CH:26][CH:27]=[CH:28][C:29]=32)[CH2:20][CH2:19]1)=[O:17])=[O:8]. The yield is 0.730.